Task: Predict which catalyst facilitates the given reaction.. Dataset: Catalyst prediction with 721,799 reactions and 888 catalyst types from USPTO (1) Reactant: [C:1]([C:4]1[C:9]2[NH:10][C:11]3[C:16]([C:8]=2[C:7]([C:23]2[C:24]([CH3:40])=[C:25]([NH:29]C(=O)OCC4C=CC=CC=4)[CH:26]=[CH:27][CH:28]=2)=[CH:6][N:5]=1)=[CH:15][CH:14]=[C:13]([N:17]1[CH2:22][CH2:21][O:20][CH2:19][CH2:18]1)[CH:12]=3)(=[O:3])[NH2:2]. Product: [NH2:29][C:25]1[C:24]([CH3:40])=[C:23]([C:7]2[C:8]3[C:16]4[C:11](=[CH:12][C:13]([N:17]5[CH2:18][CH2:19][O:20][CH2:21][CH2:22]5)=[CH:14][CH:15]=4)[NH:10][C:9]=3[C:4]([C:1]([NH2:2])=[O:3])=[N:5][CH:6]=2)[CH:28]=[CH:27][CH:26]=1. The catalyst class is: 358. (2) Reactant: C(OC([N:8]([C:35]1[CH:40]=[CH:39][CH:38]=[CH:37][N:36]=1)[CH2:9][CH2:10][O:11][C:12]1[CH:13]=[C:14]([CH:32]=[CH:33][CH:34]=1)[CH2:15][C@@H:16]([C:28]([O:30]C)=[O:29])[NH:17][C:18](=[O:27])[C:19]1[C:24]([Cl:25])=[CH:23][CH:22]=[CH:21][C:20]=1[Cl:26])=O)(C)(C)C.Cl.O1CCOCC1.N.CO. Product: [Cl:26][C:20]1[CH:21]=[CH:22][CH:23]=[C:24]([Cl:25])[C:19]=1[C:18]([NH:17][C@H:16]([C:28]([OH:30])=[O:29])[CH2:15][C:14]1[CH:32]=[CH:33][CH:34]=[C:12]([O:11][CH2:10][CH2:9][NH:8][C:35]2[CH:40]=[CH:39][CH:38]=[CH:37][N:36]=2)[CH:13]=1)=[O:27]. The catalyst class is: 5. (3) Product: [F:1][C:2]1([F:15])[O:6][C:5]2[CH:7]=[C:8]([N+:12]([O-:14])=[O:13])[C:9]([O:23][CH3:21])=[CH:10][C:4]=2[O:3]1. Reactant: [F:1][C:2]1([F:15])[O:6][C:5]2[CH:7]=[C:8]([N+:12]([O-:14])=[O:13])[C:9](F)=[CH:10][C:4]=2[O:3]1.C[O-].[Na+].C[O-].[C:21](O)(=[O:23])C. The catalyst class is: 5. (4) Reactant: [CH2:1]([O:8][CH2:9][C:10]1[O:14][N:13]=[C:12]([C:15]([OH:17])=O)[CH:11]=1)[C:2]1[CH:7]=[CH:6][CH:5]=[CH:4][CH:3]=1.[O:18]1[CH2:23][CH2:22][CH:21]([CH2:24][CH2:25][NH2:26])[CH2:20][CH2:19]1.ON1C2C=CC=CC=2N=N1.Cl.C(N=C=NCCCN(C)C)C. Product: [O:18]1[CH2:23][CH2:22][CH:21]([CH2:24][CH2:25][NH:26][C:15]([C:12]2[CH:11]=[C:10]([CH2:9][O:8][CH2:1][C:2]3[CH:3]=[CH:4][CH:5]=[CH:6][CH:7]=3)[O:14][N:13]=2)=[O:17])[CH2:20][CH2:19]1. The catalyst class is: 22. (5) Reactant: [Br:1][C:2]1[CH:10]=[C:9]2[C:5]([CH:6]=[CH:7][NH:8]2)=[CH:4][CH:3]=1.[C:11]([O:15][C:16]([N:18]1[CH2:23][CH2:22][C:21](=O)[CH2:20][CH2:19]1)=[O:17])([CH3:14])([CH3:13])[CH3:12].N1CCCC1. Product: [C:11]([O:15][C:16]([N:18]1[CH2:19][CH:20]=[C:21]([C:6]2[C:5]3[C:9](=[CH:10][C:2]([Br:1])=[CH:3][CH:4]=3)[NH:8][CH:7]=2)[CH2:22][CH2:23]1)=[O:17])([CH3:14])([CH3:12])[CH3:13]. The catalyst class is: 8. (6) Reactant: [CH3:1][C:2]([CH3:7])([CH3:6])[C:3](Cl)=O.C[O:9][C:10]1[C:15]([NH2:16])=[CH:14][CH:13]=[CH:12][N:11]=1.O. Product: [CH3:1][C:2]([CH3:7])([CH3:6])[CH2:3][NH:16][C:15]1[C:10](=[O:9])[NH:11][CH:12]=[CH:13][CH:14]=1. The catalyst class is: 44.